From a dataset of Forward reaction prediction with 1.9M reactions from USPTO patents (1976-2016). Predict the product of the given reaction. (1) Given the reactants [F:1][C:2]1[CH:7]=[CH:6][C:5]([NH:8][C:9]2[C:10]3[C:17]([CH3:18])=[C:16]([C:19]([OH:21])=O)[S:15][C:11]=3[N:12]=[CH:13][N:14]=2)=[C:4]([O:22][CH:23]2[CH2:28][CH2:27][O:26][CH2:25][CH2:24]2)[CH:3]=1.C(Cl)(=O)C(Cl)=O.C1COCC1.C[N:41](C=O)C, predict the reaction product. The product is: [F:1][C:2]1[CH:7]=[CH:6][C:5]([NH:8][C:9]2[C:10]3[C:17]([CH3:18])=[C:16]([C:19]([NH2:41])=[O:21])[S:15][C:11]=3[N:12]=[CH:13][N:14]=2)=[C:4]([O:22][CH:23]2[CH2:24][CH2:25][O:26][CH2:27][CH2:28]2)[CH:3]=1. (2) Given the reactants [NH2:1][CH2:2][CH2:3][NH:4][C:5]1[C:10]([C@H:11]2[CH2:15][CH2:14][CH2:13][N:12]2[C:16]2[CH:21]=[CH:20][N:19]3[N:22]=[CH:23][C:24]([C:25]([OH:27])=O)=[C:18]3[N:17]=2)=[CH:9][C:8]([F:28])=[CH:7][N:6]=1.CN(C(ON1N=NC2C=CC=NC1=2)=[N+](C)C)C.F[P-](F)(F)(F)(F)F.CCN(C(C)C)C(C)C, predict the reaction product. The product is: [F:28][C:8]1[CH:9]=[C:10]2[C:5](=[N:6][CH:7]=1)[NH:4][CH2:3][CH2:2][NH:1][C:25](=[O:27])[C:24]1=[C:18]3[N:17]=[C:16]([CH:21]=[CH:20][N:19]3[N:22]=[CH:23]1)[N:12]1[C@@H:11]2[CH2:15][CH2:14][CH2:13]1. (3) The product is: [CH2:1]([O:8][CH2:9][CH:10]([NH:29][C:30]([O:32][CH2:33][CH2:34][NH:35][C:36]1[CH:41]=[CH:40][CH:39]=[C:38]([CH3:42])[N:37]=1)=[O:31])[C:11]([NH:13][CH:14]([C:21]1[CH:26]=[C:25]([Cl:27])[CH:24]=[C:23]([Cl:28])[CH:22]=1)[CH2:15][C:16]([OH:18])=[O:17])=[O:12])[C:2]1[CH:7]=[CH:6][CH:5]=[CH:4][CH:3]=1. Given the reactants [CH2:1]([O:8][CH2:9][CH:10]([NH:29][C:30]([O:32][CH2:33][CH2:34][NH:35][C:36]1[CH:41]=[CH:40][CH:39]=[C:38]([CH3:42])[N:37]=1)=[O:31])[C:11]([NH:13][CH:14]([C:21]1[CH:26]=[C:25]([Cl:27])[CH:24]=[C:23]([Cl:28])[CH:22]=1)[CH2:15][C:16]([O:18]CC)=[O:17])=[O:12])[C:2]1[CH:7]=[CH:6][CH:5]=[CH:4][CH:3]=1.C(O)C.[OH-].[Na+], predict the reaction product. (4) Given the reactants [CH2:1]([C:3]([C:22]1[CH:27]=[CH:26][C:25]([OH:28])=[C:24]([CH3:29])[CH:23]=1)([C:6]1[CH:11]=[CH:10][C:9](/[CH:12]=[CH:13]/[C:14]2([OH:20])[CH2:19][CH2:18][CH2:17][CH2:16][CH2:15]2)=[C:8]([CH3:21])[CH:7]=1)[CH2:4][CH3:5])[CH3:2].C([O-])([O-])=O.[K+].[K+].[CH2:36]([O:38][C:39](=[O:46])[CH2:40][CH2:41][CH2:42][CH2:43][CH2:44]Br)[CH3:37].O, predict the reaction product. The product is: [CH2:36]([O:38][C:39](=[O:46])[CH2:40][CH2:41][CH2:42][CH2:43][CH2:44][O:28][C:25]1[CH:26]=[CH:27][C:22]([C:3]([CH2:4][CH3:5])([C:6]2[CH:11]=[CH:10][C:9](/[CH:12]=[CH:13]/[C:14]3([OH:20])[CH2:19][CH2:18][CH2:17][CH2:16][CH2:15]3)=[C:8]([CH3:21])[CH:7]=2)[CH2:1][CH3:2])=[CH:23][C:24]=1[CH3:29])[CH3:37]. (5) Given the reactants [CH3:1][N:2]1[CH2:7][CH2:6][N:5]([C:8]([O:10][C:11]2[C:12]3[CH:25]=[CH:24][CH:23]=[CH:22][C:13]=3[C:14]3[C@H:15]([CH2:20][Cl:21])[CH2:16][NH:17][C:18]=3[CH:19]=2)=[O:9])[CH2:4][CH2:3]1.[Cl:26][CH2:27][C@H:28]1[C:36]2[C:35]3[CH:37]=[CH:38][CH:39]=[CH:40][C:34]=3[C:33]([O:41][CH2:42][C:43]3[CH:48]=[CH:47][C:46]([N+:49]([O-:51])=[O:50])=[CH:45][CH:44]=3)=[CH:32][C:31]=2[N:30]([C:52](=[O:59])[CH2:53][CH2:54][CH2:55][C:56](O)=[O:57])[CH2:29]1.Cl.CN(C)CCCN=C=NCC, predict the reaction product. The product is: [CH3:1][N:2]1[CH2:3][CH2:4][N:5]([C:8]([O:10][C:11]2[C:12]3[CH:25]=[CH:24][CH:23]=[CH:22][C:13]=3[C:14]3[C@H:15]([CH2:20][Cl:21])[CH2:16][N:17]([C:56](=[O:57])[CH2:55][CH2:54][CH2:53][C:52]([N:30]4[C:31]5[CH:32]=[C:33]([O:41][CH2:42][C:43]6[CH:48]=[CH:47][C:46]([N+:49]([O-:51])=[O:50])=[CH:45][CH:44]=6)[C:34]6[CH:40]=[CH:39][CH:38]=[CH:37][C:35]=6[C:36]=5[C@H:28]([CH2:27][Cl:26])[CH2:29]4)=[O:59])[C:18]=3[CH:19]=2)=[O:9])[CH2:6][CH2:7]1. (6) Given the reactants [OH:1][C:2]1[CH:7]=[CH:6][C:5]([C:8](=[O:13])[CH2:9][CH2:10][CH2:11][CH3:12])=[CH:4][CH:3]=1.Br[CH2:15][C:16]([O:18][CH2:19][CH3:20])=[O:17].C([O-])([O-])=O.[K+].[K+], predict the reaction product. The product is: [C:8]([C:5]1[CH:4]=[CH:3][C:2]([O:1][CH2:15][C:16]([O:18][CH2:19][CH3:20])=[O:17])=[CH:7][CH:6]=1)(=[O:13])[CH2:9][CH2:10][CH2:11][CH3:12]. (7) Given the reactants [CH:1]1([C:7]2[NH:8][CH:9]=[C:10]([CH3:12])[N:11]=2)[CH2:6][CH2:5][CH2:4][CH2:3][CH2:2]1.F[C:14]1[CH:19]=[CH:18][C:17]([N+:20]([O-:22])=[O:21])=[C:16]([N:23]2[CH:27]=[C:26]([CH3:28])[N:25]=[C:24]2[CH:29]2[CH2:34][CH2:33][CH2:32][CH2:31][CH2:30]2)[CH:15]=1, predict the reaction product. The product is: [CH:29]1([C:24]2[N:23]([C:16]3[CH:15]=[C:14]([N:8]4[CH:9]=[C:10]([CH3:12])[N:11]=[C:7]4[CH:1]4[CH2:2][CH2:3][CH2:4][CH2:5][CH2:6]4)[CH:19]=[CH:18][C:17]=3[N+:20]([O-:22])=[O:21])[CH:27]=[C:26]([CH3:28])[N:25]=2)[CH2:34][CH2:33][CH2:32][CH2:31][CH2:30]1.